This data is from Catalyst prediction with 721,799 reactions and 888 catalyst types from USPTO. The task is: Predict which catalyst facilitates the given reaction. Reactant: [NH2:1][C:2]1[C:10]2[C:5](=[CH:6][CH:7]=[C:8]([NH:11][S:12]([C:15]3[CH:20]=[CH:19][CH:18]=[CH:17][C:16]=3[S:21]([CH3:24])(=[O:23])=[O:22])(=[O:14])=[O:13])[CH:9]=2)[NH:4][N:3]=1.[C:25](Cl)(=[O:32])[C:26]1[CH:31]=[CH:30][CH:29]=[CH:28][CH:27]=1. Product: [CH3:24][S:21]([C:16]1[CH:17]=[CH:18][CH:19]=[CH:20][C:15]=1[S:12]([NH:11][C:8]1[CH:9]=[C:10]2[C:5](=[CH:6][CH:7]=1)[NH:4][N:3]=[C:2]2[NH:1][C:25](=[O:32])[C:26]1[CH:31]=[CH:30][CH:29]=[CH:28][CH:27]=1)(=[O:13])=[O:14])(=[O:23])=[O:22]. The catalyst class is: 17.